From a dataset of Forward reaction prediction with 1.9M reactions from USPTO patents (1976-2016). Predict the product of the given reaction. (1) Given the reactants [C:1]([O:4][C@@H:5]1[CH2:10][C@H:9]([OH:11])[CH2:8][C@H:7]([O:12][Si:13]([C:16]([CH3:19])([CH3:18])[CH3:17])([CH3:15])[CH3:14])[CH2:6]1)(=[O:3])[CH3:2].C1(P(C2C=CC=CC=2)C2C=CC=CC=2)C=CC=CC=1.N(C(OC(C)C)=O)=NC(OC(C)C)=O.[C:53](O)(=[O:58])[C:54]([CH3:57])([CH3:56])[CH3:55], predict the reaction product. The product is: [C:1]([O:4][C@H:5]1[CH2:6][C@H:7]([O:12][Si:13]([C:16]([CH3:19])([CH3:18])[CH3:17])([CH3:15])[CH3:14])[CH2:8][C@H:9]([O:11][C:53](=[O:58])[C:54]([CH3:57])([CH3:56])[CH3:55])[CH2:10]1)(=[O:3])[CH3:2]. (2) Given the reactants [Cl:1][C:2]1[CH:3]=[C:4]([CH:7]=[CH:8][CH:9]=1)[CH2:5][NH2:6].CN(C(ON1N=NC2C=CC=NC1=2)=[N+](C)C)C.F[P-](F)(F)(F)(F)F.CCN(C(C)C)C(C)C.[Cl:43][C:44]1[C:45]([N:51]2[C:60](=[O:61])[C:59]3[C:54](=[CH:55][C:56]([C:62](O)=[O:63])=[CH:57][CH:58]=3)[NH:53][C:52]2=[S:65])=[N:46][CH:47]=[C:48]([Cl:50])[CH:49]=1, predict the reaction product. The product is: [Cl:1][C:2]1[CH:3]=[C:4]([CH:7]=[CH:8][CH:9]=1)[CH2:5][NH:6][C:62]([C:56]1[CH:55]=[C:54]2[C:59]([C:60](=[O:61])[N:51]([C:45]3[C:44]([Cl:43])=[CH:49][C:48]([Cl:50])=[CH:47][N:46]=3)[C:52](=[S:65])[NH:53]2)=[CH:58][CH:57]=1)=[O:63].